This data is from Full USPTO retrosynthesis dataset with 1.9M reactions from patents (1976-2016). The task is: Predict the reactants needed to synthesize the given product. (1) The reactants are: [CH3:1][O:2][C:3]1[N:8]=[C:7]([C:9]([NH:11][NH:12]C(OC(C)(C)C)=O)=[O:10])[CH:6]=[CH:5][CH:4]=1.Cl. Given the product [CH3:1][O:2][C:3]1[N:8]=[C:7]([C:9]([NH:11][NH2:12])=[O:10])[CH:6]=[CH:5][CH:4]=1, predict the reactants needed to synthesize it. (2) Given the product [CH2:14]([O:21][NH:22][C:23]([C@H:25]1[C@@H:30]([CH3:31])[N:29]([S:32]([CH3:35])(=[O:33])=[O:34])[CH2:28][CH2:27][N:26]1[S:9]([C:6]1[CH:7]=[CH:8][C:3]([O:2][CH3:1])=[CH:4][CH:5]=1)(=[O:11])=[O:10])=[O:24])[C:15]1[CH:16]=[CH:17][CH:18]=[CH:19][CH:20]=1, predict the reactants needed to synthesize it. The reactants are: [CH3:1][O:2][C:3]1[CH:8]=[CH:7][C:6]([S:9](Cl)(=[O:11])=[O:10])=[CH:5][CH:4]=1.Cl.[CH2:14]([O:21][NH:22][C:23]([C@H:25]1[C@@H:30]([CH3:31])[N:29]([S:32]([CH3:35])(=[O:34])=[O:33])[CH2:28][CH2:27][NH:26]1)=[O:24])[C:15]1[CH:20]=[CH:19][CH:18]=[CH:17][CH:16]=1. (3) Given the product [CH2:22]([O:21][C:20]1[C:15]2[S:14][C:12]3[N:13]=[C:8]([C:5]4[CH:6]=[CH:7][C:2]([CH:36]([OH:42])/[CH:37]=[CH:38]/[CH:39]=[CH:40]/[CH3:41])=[CH:3][CH:4]=4)[N:9]=[C:10]([CH3:30])[C:11]=3[C:16]=2[N:17]=[C:18]([N:24]2[CH2:29][CH2:28][NH:27][CH2:26][CH2:25]2)[N:19]=1)[CH3:23], predict the reactants needed to synthesize it. The reactants are: Br[C:2]1[CH:7]=[CH:6][C:5]([C:8]2[N:9]=[C:10]([CH3:30])[C:11]3[C:16]4[N:17]=[C:18]([N:24]5[CH2:29][CH2:28][NH:27][CH2:26][CH2:25]5)[N:19]=[C:20]([O:21][CH2:22][CH3:23])[C:15]=4[S:14][C:12]=3[N:13]=2)=[CH:4][CH:3]=1.[Li]CCCC.[CH:36](=[O:42])/[CH:37]=[CH:38]/[CH:39]=[CH:40]/[CH3:41].